The task is: Regression/Classification. Given a drug SMILES string, predict its absorption, distribution, metabolism, or excretion properties. Task type varies by dataset: regression for continuous measurements (e.g., permeability, clearance, half-life) or binary classification for categorical outcomes (e.g., BBB penetration, CYP inhibition). For this dataset (solubility_aqsoldb), we predict Y.. This data is from Aqueous solubility values for 9,982 compounds from the AqSolDB database. The compound is CCCCOC(=O)C(C)OC(=O)C(C)O. The Y is -1.38 log mol/L.